Dataset: Peptide-MHC class II binding affinity with 134,281 pairs from IEDB. Task: Regression. Given a peptide amino acid sequence and an MHC pseudo amino acid sequence, predict their binding affinity value. This is MHC class II binding data. (1) The peptide sequence is AGELELQFRRVKSKYPEGTK. The MHC is HLA-DQA10301-DQB10302 with pseudo-sequence HLA-DQA10301-DQB10302. The binding affinity (normalized) is 0. (2) The peptide sequence is EDQIDLGELTDFTLF. The MHC is DRB1_0101 with pseudo-sequence DRB1_0101. The binding affinity (normalized) is 0.443. (3) The peptide sequence is MYKECEWPLTHTIGT. The MHC is DRB1_0301 with pseudo-sequence DRB1_0301. The binding affinity (normalized) is 0.291. (4) The peptide sequence is GFPVRPQVPLRPMTYKGAFDL. The MHC is HLA-DQA10102-DQB10502 with pseudo-sequence HLA-DQA10102-DQB10502. The binding affinity (normalized) is 0.0569. (5) The MHC is DRB1_0401 with pseudo-sequence DRB1_0401. The peptide sequence is AFKCAATAANAAPAN. The binding affinity (normalized) is 0.834. (6) The peptide sequence is PAAAYATATPAAATA. The MHC is HLA-DQA10102-DQB10602 with pseudo-sequence HLA-DQA10102-DQB10602. The binding affinity (normalized) is 0.500. (7) The peptide sequence is EGKQSLTKLAAAWGG. The binding affinity (normalized) is 0.161. The MHC is HLA-DQA10301-DQB10302 with pseudo-sequence HLA-DQA10301-DQB10302. (8) The binding affinity (normalized) is 0.473. The peptide sequence is QSKLSRNFTKGVKKI. The MHC is DRB1_0901 with pseudo-sequence DRB1_0901. (9) The peptide sequence is RRLGARLATTGQL. The MHC is DRB1_0301 with pseudo-sequence DRB1_0301. The binding affinity (normalized) is 0.